From a dataset of NCI-60 drug combinations with 297,098 pairs across 59 cell lines. Regression. Given two drug SMILES strings and cell line genomic features, predict the synergy score measuring deviation from expected non-interaction effect. (1) Drug 1: CN1CCC(CC1)COC2=C(C=C3C(=C2)N=CN=C3NC4=C(C=C(C=C4)Br)F)OC. Drug 2: B(C(CC(C)C)NC(=O)C(CC1=CC=CC=C1)NC(=O)C2=NC=CN=C2)(O)O. Cell line: SNB-75. Synergy scores: CSS=9.37, Synergy_ZIP=-1.50, Synergy_Bliss=4.55, Synergy_Loewe=4.69, Synergy_HSA=4.48. (2) Synergy scores: CSS=7.89, Synergy_ZIP=0.341, Synergy_Bliss=3.78, Synergy_Loewe=-4.02, Synergy_HSA=2.62. Drug 1: CC1C(C(CC(O1)OC2CC(CC3=C2C(=C4C(=C3O)C(=O)C5=C(C4=O)C(=CC=C5)OC)O)(C(=O)C)O)N)O.Cl. Drug 2: C1CC(=O)NC(=O)C1N2C(=O)C3=CC=CC=C3C2=O. Cell line: OVCAR-4. (3) Drug 1: CC1=C(C(CCC1)(C)C)C=CC(=CC=CC(=CC(=O)O)C)C. Drug 2: C1CC(C1)(C(=O)O)C(=O)O.[NH2-].[NH2-].[Pt+2]. Cell line: SF-539. Synergy scores: CSS=15.4, Synergy_ZIP=1.09, Synergy_Bliss=1.04, Synergy_Loewe=-2.36, Synergy_HSA=-1.05. (4) Drug 1: CN(C)N=NC1=C(NC=N1)C(=O)N. Drug 2: CC1=CC=C(C=C1)C2=CC(=NN2C3=CC=C(C=C3)S(=O)(=O)N)C(F)(F)F. Cell line: RPMI-8226. Synergy scores: CSS=11.8, Synergy_ZIP=2.61, Synergy_Bliss=9.81, Synergy_Loewe=3.03, Synergy_HSA=6.49. (5) Drug 1: CC1=C2C(C(=O)C3(C(CC4C(C3C(C(C2(C)C)(CC1OC(=O)C(C(C5=CC=CC=C5)NC(=O)OC(C)(C)C)O)O)OC(=O)C6=CC=CC=C6)(CO4)OC(=O)C)OC)C)OC. Drug 2: C1CN(P(=O)(OC1)NCCCl)CCCl. Cell line: SK-MEL-2. Synergy scores: CSS=37.1, Synergy_ZIP=-0.985, Synergy_Bliss=-4.30, Synergy_Loewe=-39.0, Synergy_HSA=-4.38. (6) Drug 1: C1CNP(=O)(OC1)N(CCCl)CCCl. Drug 2: C1C(C(OC1N2C=NC3=C2NC=NCC3O)CO)O. Cell line: TK-10. Synergy scores: CSS=13.7, Synergy_ZIP=-3.54, Synergy_Bliss=3.02, Synergy_Loewe=2.75, Synergy_HSA=3.13. (7) Drug 1: CCCS(=O)(=O)NC1=C(C(=C(C=C1)F)C(=O)C2=CNC3=C2C=C(C=N3)C4=CC=C(C=C4)Cl)F. Drug 2: CC1C(C(=O)NC(C(=O)N2CCCC2C(=O)N(CC(=O)N(C(C(=O)O1)C(C)C)C)C)C(C)C)NC(=O)C3=C4C(=C(C=C3)C)OC5=C(C(=O)C(=C(C5=N4)C(=O)NC6C(OC(=O)C(N(C(=O)CN(C(=O)C7CCCN7C(=O)C(NC6=O)C(C)C)C)C)C(C)C)C)N)C. Cell line: SF-295. Synergy scores: CSS=29.0, Synergy_ZIP=10.9, Synergy_Bliss=18.2, Synergy_Loewe=18.3, Synergy_HSA=18.3.